Task: Predict which catalyst facilitates the given reaction.. Dataset: Catalyst prediction with 721,799 reactions and 888 catalyst types from USPTO (1) Reactant: [NH:1]1[C:5]2[CH:6]=[CH:7][CH:8]=[CH:9][C:4]=2[N:3]=[C:2]1[C:10]1[C:11]([NH2:22])=[N:12][CH:13]=[C:14]([C:16]2[CH2:17][CH2:18][NH:19][CH2:20][CH:21]=2)[N:15]=1.C(N(CC)CC)C.Cl[C:31]1[S:32][CH:33]=[CH:34][N:35]=1. Product: [NH:1]1[C:5]2[CH:6]=[CH:7][CH:8]=[CH:9][C:4]=2[N:3]=[C:2]1[C:10]1[C:11]([NH2:22])=[N:12][CH:13]=[C:14]([C:16]2[CH2:17][CH2:18][N:19]([C:31]3[S:32][CH:33]=[CH:34][N:35]=3)[CH2:20][CH:21]=2)[N:15]=1. The catalyst class is: 16. (2) Reactant: [N+:1]([C:4]1[CH:5]=[C:6]([CH:11]=[C:12]([N+]([O-])=O)[CH:13]=1)[C:7]([O:9][CH3:10])=[O:8])([O-:3])=[O:2].[O:17]([CH3:19])[Li].Cl. Product: [CH3:19][O:17][C:12]1[CH:11]=[C:6]([CH:5]=[C:4]([N+:1]([O-:3])=[O:2])[CH:13]=1)[C:7]([O:9][CH3:10])=[O:8]. The catalyst class is: 5.